Dataset: Peptide-MHC class II binding affinity with 134,281 pairs from IEDB. Task: Regression. Given a peptide amino acid sequence and an MHC pseudo amino acid sequence, predict their binding affinity value. This is MHC class II binding data. (1) The peptide sequence is QSFTSDVKAAVIKDA. The MHC is DRB1_0101 with pseudo-sequence DRB1_0101. The binding affinity (normalized) is 0.574. (2) The peptide sequence is TATYGGKWLDAKSTW. The MHC is HLA-DPA10103-DPB10301 with pseudo-sequence HLA-DPA10103-DPB10301. The binding affinity (normalized) is 0. (3) The peptide sequence is ELLVTFKNAHAKKQE. The MHC is DRB1_1501 with pseudo-sequence DRB1_1501. The binding affinity (normalized) is 0.886. (4) The peptide sequence is ASTGGAYESYKFIPA. The MHC is DRB1_1602 with pseudo-sequence DRB1_1602. The binding affinity (normalized) is 0.643. (5) The peptide sequence is NMNIKLKMPLYVAGH. The MHC is HLA-DQA10301-DQB10302 with pseudo-sequence HLA-DQA10301-DQB10302. The binding affinity (normalized) is 0.